This data is from Reaction yield outcomes from USPTO patents with 853,638 reactions. The task is: Predict the reaction yield, written as a fraction of the theoretical maximum amount of product (1.0 means a 100% yield; for example, 0.34 means a 34% yield). (1) The reactants are Cl[CH2:2][C:3]1[CH:13]=[CH:12][C:6]2[O:7][C:8]([F:11])([F:10])[O:9][C:5]=2[CH:4]=1.[C-:14]#[N:15].[Na+]. The catalyst is CS(C)=O. The product is [F:10][C:8]1([F:11])[O:7][C:6]2[CH:12]=[CH:13][C:3]([CH2:2][C:14]#[N:15])=[CH:4][C:5]=2[O:9]1. The yield is 0.660. (2) The reactants are [C:1]([CH2:3][N:4]1[C:12]2[CH2:11][CH2:10][CH2:9][CH2:8][C:7]=2[CH:6]=[C:5]1[C:13]([O:15][CH2:16][CH3:17])=[O:14])#[N:2].Cl.C(OCC)(=O)C. The catalyst is [Pd].C(O)C. The product is [NH2:2][CH2:1][CH2:3][N:4]1[C:12]2[CH2:11][CH2:10][CH2:9][CH2:8][C:7]=2[CH:6]=[C:5]1[C:13]([O:15][CH2:16][CH3:17])=[O:14]. The yield is 0.710. (3) The reactants are [CH2:1]([N:8]1[C:16]([C:17]2[CH:22]=[CH:21][CH:20]=[CH:19][CH:18]=2)=[C:15]2[C:10]([C:11]([C:23](O)([CH3:25])[CH3:24])=[CH:12][CH:13]=[CH:14]2)=[N:9]1)[C:2]1[CH:7]=[CH:6][CH:5]=[CH:4][CH:3]=1.CC1C=CC(S(O)(=O)=O)=CC=1. The catalyst is C1(C)C=CC=CC=1. The product is [CH2:1]([N:8]1[C:16]([C:17]2[CH:22]=[CH:21][CH:20]=[CH:19][CH:18]=2)=[C:15]2[C:10]([C:11]([C:23]([CH3:25])=[CH2:24])=[CH:12][CH:13]=[CH:14]2)=[N:9]1)[C:2]1[CH:3]=[CH:4][CH:5]=[CH:6][CH:7]=1. The yield is 0.940. (4) The reactants are [N+](C1C=CC(C([O:10][CH:11]2[CH2:16][CH2:15][C:14]([N:18]3[CH2:22][CH2:21][CH:20]([CH2:23][C:24]4[CH:29]=[CH:28][C:27]([Cl:30])=[CH:26][C:25]=4[Cl:31])[C:19]3=[O:32])([CH3:17])[CH2:13][CH2:12]2)=O)=CC=1)([O-])=O.C([O-])([O-])=O.[K+].[K+]. The catalyst is CO. The product is [Cl:31][C:25]1[CH:26]=[C:27]([Cl:30])[CH:28]=[CH:29][C:24]=1[CH2:23][CH:20]1[CH2:21][CH2:22][N:18]([C:14]2([CH3:17])[CH2:15][CH2:16][CH:11]([OH:10])[CH2:12][CH2:13]2)[C:19]1=[O:32]. The yield is 0.910. (5) The reactants are [Br:1][C:2]1[CH:7]=[CH:6][C:5]([NH:8][C:9]([C:11]2[N:12]([CH2:18][O:19][CH2:20][CH2:21][Si:22]([CH3:25])([CH3:24])[CH3:23])[CH:13]=[C:14]([C:16]#[N:17])[N:15]=2)=[O:10])=[C:4]([C:26]2[CH2:31][CH2:30][CH2:29][CH2:28][CH:27]=2)[CH:3]=1.C([Mg]Cl)(C)C.C([Li])CCC.[CH3:42][C:43]([CH3:45])=[O:44].[NH4+].[Cl-]. The catalyst is C1COCC1.CCOC(C)=O. The product is [Br:1][C:2]1[CH:7]=[CH:6][C:5]([NH:8][C:9]([C:11]2[N:12]([CH2:18][O:19][CH2:20][CH2:21][Si:22]([CH3:24])([CH3:25])[CH3:23])[C:13]([C:43]([OH:44])([CH3:45])[CH3:42])=[C:14]([C:16]#[N:17])[N:15]=2)=[O:10])=[C:4]([C:26]2[CH2:31][CH2:30][CH2:29][CH2:28][CH:27]=2)[CH:3]=1. The yield is 0.840. (6) The reactants are [CH3:1][O:2][C:3]1[CH:24]=[CH:23][C:6]([CH2:7][O:8][C:9]2[CH:14]=[CH:13][C:12]([Br:15])=[C:11]([CH2:16][O:17][CH2:18]/[CH:19]=[CH:20]/[CH2:21]Br)[CH:10]=2)=[CH:5][CH:4]=1.[C:25]([O-:28])(=[O:27])[CH3:26].[Na+]. The catalyst is CN(C=O)C.CCOC(C)=O. The product is [C:25]([O:28][CH2:21]/[CH:20]=[CH:19]/[CH2:18][O:17][CH2:16][C:11]1[CH:10]=[C:9]([O:8][CH2:7][C:6]2[CH:23]=[CH:24][C:3]([O:2][CH3:1])=[CH:4][CH:5]=2)[CH:14]=[CH:13][C:12]=1[Br:15])(=[O:27])[CH3:26]. The yield is 0.870. (7) The reactants are [CH3:1][O:2][C:3]1[CH:4]=[C:5]([NH2:15])[CH:6]=[CH:7][C:8]=1[N:9]1[CH:13]=[C:12]([CH3:14])[N:11]=[CH:10]1.Cl[C:17]1[N:22]=[C:21]([O:23][CH3:24])[N:20]=[C:19]([CH3:25])[N:18]=1. No catalyst specified. The product is [CH3:1][O:2][C:3]1[CH:4]=[C:5]([NH:15][C:17]2[N:22]=[C:21]([O:23][CH3:24])[N:20]=[C:19]([CH3:25])[N:18]=2)[CH:6]=[CH:7][C:8]=1[N:9]1[CH:13]=[C:12]([CH3:14])[N:11]=[CH:10]1. The yield is 0.320.